Dataset: Catalyst prediction with 721,799 reactions and 888 catalyst types from USPTO. Task: Predict which catalyst facilitates the given reaction. (1) Reactant: Cl[C:2]1[CH:3]=[CH:4][C:5]2[N:6]([C:8]([C:35]3[CH:40]=[CH:39][CH:38]=[CH:37][CH:36]=3)=[C:9]([C:11]3[CH:16]=[CH:15][C:14]([CH2:17][N:18]4[CH2:23][CH2:22][CH:21]([C:24]5[N:28]=[C:27]([C:29]6[CH:34]=[CH:33][CH:32]=[CH:31][N:30]=6)[NH:26][N:25]=5)[CH2:20][CH2:19]4)=[CH:13][CH:12]=3)[N:10]=2)[N:7]=1.[O:41]([CH3:43])[Na]. Product: [CH3:43][O:41][C:2]1[CH:3]=[CH:4][C:5]2[N:6]([C:8]([C:35]3[CH:40]=[CH:39][CH:38]=[CH:37][CH:36]=3)=[C:9]([C:11]3[CH:16]=[CH:15][C:14]([CH2:17][N:18]4[CH2:23][CH2:22][CH:21]([C:24]5[N:28]=[C:27]([C:29]6[CH:34]=[CH:33][CH:32]=[CH:31][N:30]=6)[NH:26][N:25]=5)[CH2:20][CH2:19]4)=[CH:13][CH:12]=3)[N:10]=2)[N:7]=1. The catalyst class is: 5. (2) Reactant: FC(F)(F)S(O[C:7]1[CH:12]=[C:11]([O:13][CH:14]2[CH2:18][CH2:17][CH2:16][CH2:15]2)[CH:10]=[CH:9][C:8]=1[CH:19]=[O:20])(=O)=O.[B:23]1([B:23]2[O:27][C:26]([CH3:29])([CH3:28])[C:25]([CH3:31])([CH3:30])[O:24]2)[O:27][C:26]([CH3:29])([CH3:28])[C:25]([CH3:31])([CH3:30])[O:24]1.C([O-])(=O)C.[K+]. Product: [CH:14]1([O:13][C:11]2[CH:10]=[CH:9][C:8]([CH:19]=[O:20])=[C:7]([B:23]3[O:27][C:26]([CH3:29])([CH3:28])[C:25]([CH3:31])([CH3:30])[O:24]3)[CH:12]=2)[CH2:18][CH2:17][CH2:16][CH2:15]1. The catalyst class is: 75. (3) Reactant: [F:1][C:2]([F:18])([F:17])[C:3]([C:5]1[CH:10]=[CH:9][C:8]([N:11]2[CH2:16][CH2:15][NH:14][CH2:13][CH2:12]2)=[CH:7][CH:6]=1)=[O:4].[BH4-].[Na+]. Product: [F:18][C:2]([F:1])([F:17])[CH:3]([C:5]1[CH:6]=[CH:7][C:8]([N:11]2[CH2:12][CH2:13][NH:14][CH2:15][CH2:16]2)=[CH:9][CH:10]=1)[OH:4]. The catalyst class is: 5. (4) Product: [N:11]1[CH:12]=[CH:13][CH:14]=[N:15][C:10]=1[NH:7][C@H:4]1[CH2:5][CH2:6][C@H:1]([NH2:8])[CH2:2][CH2:3]1. Reactant: [C@H:1]1([NH2:8])[CH2:6][CH2:5][C@H:4]([NH2:7])[CH2:3][CH2:2]1.Cl[C:10]1[N:15]=[CH:14][CH:13]=[CH:12][N:11]=1. The catalyst class is: 6. (5) Reactant: [CH2:1]1[O:9][C:8]2[CH:7]=[CH:6][C:5]([CH:10]3[C:22]4[NH:21][C:20]5[C:15](=[CH:16][CH:17]=[CH:18][CH:19]=5)[C:14]=4[CH2:13][CH2:12][NH:11]3)=[CH:4][C:3]=2[O:2]1.Cl[C:24]1[N:29]=[CH:28][C:27]([Br:30])=[CH:26][N:25]=1.C(N(CC)C(C)C)(C)C. Product: [CH2:1]1[O:9][C:8]2[CH:7]=[CH:6][C:5]([CH:10]3[C:22]4[NH:21][C:20]5[C:15](=[CH:16][CH:17]=[CH:18][CH:19]=5)[C:14]=4[CH2:13][CH2:12][N:11]3[C:24]3[N:29]=[CH:28][C:27]([Br:30])=[CH:26][N:25]=3)=[CH:4][C:3]=2[O:2]1. The catalyst class is: 13. (6) Reactant: [CH3:1][C:2]1[CH:7]=[C:6]([CH3:8])[CH:5]=[CH:4][C:3]=1[CH:9]([C:21]1[CH:26]=[CH:25][CH:24]=[CH:23][CH:22]=1)[C:10]([NH:12][CH2:13][C:14]1[CH:19]=[CH:18][C:17]([OH:20])=[CH:16][CH:15]=1)=[O:11].Cl.Cl[CH2:29][C:30]1[C:31]([CH3:36])=[N:32][CH:33]=[CH:34][CH:35]=1.C([O-])([O-])=O.[K+].[K+].O. Product: [CH3:1][C:2]1[CH:7]=[C:6]([CH3:8])[CH:5]=[CH:4][C:3]=1[CH:9]([C:21]1[CH:22]=[CH:23][CH:24]=[CH:25][CH:26]=1)[C:10]([NH:12][CH2:13][C:14]1[CH:19]=[CH:18][C:17]([O:20][CH2:29][C:30]2[C:31]([CH3:36])=[N:32][CH:33]=[CH:34][CH:35]=2)=[CH:16][CH:15]=1)=[O:11]. The catalyst class is: 3. (7) Reactant: [Br:1][C:2]1[CH:8]=[C:7]([F:9])[CH:6]=[C:5]([N+:10]([O-])=O)[C:3]=1[NH2:4].Cl[Sn]Cl. Product: [Br:1][C:2]1[CH:8]=[C:7]([F:9])[CH:6]=[C:5]([NH2:10])[C:3]=1[NH2:4]. The catalyst class is: 14.